Dataset: Peptide-MHC class I binding affinity with 185,985 pairs from IEDB/IMGT. Task: Regression. Given a peptide amino acid sequence and an MHC pseudo amino acid sequence, predict their binding affinity value. This is MHC class I binding data. (1) The peptide sequence is RPDTRHLRVL. The MHC is HLA-A68:02 with pseudo-sequence HLA-A68:02. The binding affinity (normalized) is 0. (2) The peptide sequence is MSPSYVKYR. The MHC is HLA-A33:01 with pseudo-sequence HLA-A33:01. The binding affinity (normalized) is 0.625. (3) The peptide sequence is ILAAELKCF. The MHC is HLA-A24:02 with pseudo-sequence HLA-A24:02. The binding affinity (normalized) is 0.127. (4) The binding affinity (normalized) is 0.0941. The peptide sequence is VGNVYVKF. The MHC is HLA-B51:01 with pseudo-sequence HLA-B51:01. (5) The peptide sequence is FQPQNGKFI. The MHC is H-2-Db with pseudo-sequence H-2-Db. The binding affinity (normalized) is 0.472. (6) The peptide sequence is ENSSAMVQV. The MHC is HLA-A02:01 with pseudo-sequence HLA-A02:01. The binding affinity (normalized) is 0. (7) The peptide sequence is GRWPITHLHT. The MHC is Mamu-B08 with pseudo-sequence Mamu-B08. The binding affinity (normalized) is 0.492. (8) The peptide sequence is MPKAGLLII. The MHC is HLA-B35:01 with pseudo-sequence HLA-B35:01. The binding affinity (normalized) is 0.163. (9) The peptide sequence is MLLILCTSQI. The MHC is HLA-A02:01 with pseudo-sequence HLA-A02:01. The binding affinity (normalized) is 0.600.